Dataset: Reaction yield outcomes from USPTO patents with 853,638 reactions. Task: Predict the reaction yield, written as a fraction of the theoretical maximum amount of product (1.0 means a 100% yield; for example, 0.34 means a 34% yield). The reactants are [CH2:1]([O:8][NH:9][C:10](=[O:29])[CH2:11][C@H:12]([C:22]1[O:23][CH:24]=[C:25]([CH:27]=O)[N:26]=1)[CH2:13][CH2:14][CH2:15][CH:16]1[CH2:21][CH2:20][CH2:19][CH2:18][CH2:17]1)[C:2]1[CH:7]=[CH:6][CH:5]=[CH:4][CH:3]=1.[NH:30]1[CH2:35][CH2:34][O:33][CH2:32][CH2:31]1. No catalyst specified. The product is [CH2:1]([O:8][NH:9][C:10](=[O:29])[CH2:11][C@H:12]([C:22]1[O:23][CH:24]=[C:25]([CH2:27][N:30]2[CH2:35][CH2:34][O:33][CH2:32][CH2:31]2)[N:26]=1)[CH2:13][CH2:14][CH2:15][CH:16]1[CH2:17][CH2:18][CH2:19][CH2:20][CH2:21]1)[C:2]1[CH:7]=[CH:6][CH:5]=[CH:4][CH:3]=1. The yield is 0.620.